From a dataset of Full USPTO retrosynthesis dataset with 1.9M reactions from patents (1976-2016). Predict the reactants needed to synthesize the given product. (1) Given the product [C:82]1([CH:56]([C:50]2[CH:51]=[CH:52][CH:53]=[CH:54][CH:55]=2)[CH2:57][NH:58][C:59]2[N:67]=[C:66]([N:68]3[CH:94]=[C:91]([N+:88]([O-:90])=[O:89])[CH:92]=[N:69]3)[N:65]=[C:64]3[C:60]=2[N:61]=[CH:62][N:63]3[C@@H:70]2[CH2:74][C@H:73]([NH:75][C:76](=[O:79])[CH2:77][OH:78])[C@@H:72]([OH:80])[C@H:71]2[OH:81])[CH:83]=[CH:84][CH:85]=[CH:86][CH:87]=1, predict the reactants needed to synthesize it. The reactants are: C(OC(C1C=NN(C2N=C3C(N=CN3[C@@H]3C[C@H](NC(=O)CC)[C@@H](O)[C@H]3O)=C(NC(C3C=CC(OC)=CC=3)C3C=CC(OC)=CC=3)N=2)C=1)=O)C.[C:50]1([CH:56]([C:82]2[CH:87]=[CH:86][CH:85]=[CH:84][CH:83]=2)[CH2:57][NH:58][C:59]2[N:67]=[C:66]([NH:68][NH2:69])[N:65]=[C:64]3[C:60]=2[N:61]=[CH:62][N:63]3[C@@H:70]2[CH2:74][C@H:73]([NH:75][C:76](=[O:79])[CH2:77][OH:78])[C@@H:72]([OH:80])[C@H:71]2[OH:81])[CH:55]=[CH:54][CH:53]=[CH:52][CH:51]=1.[N+:88]([CH:91]([CH:94]=O)[CH:92]=O)([O-:90])=[O:89].[Na]. (2) Given the product [Cl:1][C:2]1[CH:3]=[CH:4][C:5]2[C:14]3[C:9](=[CH:10][N:11]=[CH:12][C:13]=3[O:21][CH3:20])[C:8](=[O:16])[N:7]([CH3:17])[C:6]=2[CH:18]=1, predict the reactants needed to synthesize it. The reactants are: [Cl:1][C:2]1[CH:3]=[CH:4][C:5]2[C:14]3[C:9](=[CH:10][N:11]=[CH:12][C:13]=3F)[C:8](=[O:16])[N:7]([CH3:17])[C:6]=2[CH:18]=1.C1OCCOCCOCCOCCOCC[O:21][CH2:20]1.C[O-].[Na+]. (3) The reactants are: C1(C(Cl)=O)CC1.[CH:7]1([C:10]([N:12]=[C:13]=[S:14])=[O:11])[CH2:9][CH2:8]1.[CH3:15][O:16][C:17]1[CH:18]=[C:19]2[C:24](=[CH:25][C:26]=1[O:27][CH3:28])[N:23]=[CH:22][CH:21]=[C:20]2[O:29][C:30]1[CH:36]=[CH:35][C:33]([NH2:34])=[CH:32][C:31]=1[F:37].C1(C)C=CC=CC=1. Given the product [CH:7]1([C:10]([N:12]=[C:13]=[S:14])=[O:11])[CH2:9][CH2:8]1.[CH:7]1([C:10]([NH:12][C:13]([NH:34][C:33]2[CH:35]=[CH:36][C:30]([O:29][C:20]3[C:19]4[C:24](=[CH:25][C:26]([O:27][CH3:28])=[C:17]([O:16][CH3:15])[CH:18]=4)[N:23]=[CH:22][CH:21]=3)=[C:31]([F:37])[CH:32]=2)=[S:14])=[O:11])[CH2:9][CH2:8]1, predict the reactants needed to synthesize it. (4) The reactants are: Cl.[NH2:2][CH2:3][CH2:4][O:5][C:6]1[CH:15]=[CH:14][C:13]([Cl:16])=[CH:12][C:7]=1[C:8]([O:10][CH3:11])=[O:9].[C:17](Cl)(=[O:19])[CH3:18]. Given the product [C:17]([NH:2][CH2:3][CH2:4][O:5][C:6]1[CH:15]=[CH:14][C:13]([Cl:16])=[CH:12][C:7]=1[C:8]([O:10][CH3:11])=[O:9])(=[O:19])[CH3:18], predict the reactants needed to synthesize it. (5) Given the product [CH3:1][C:2]1[CH:7]=[C:6]([NH:8][C:9]([C:11]2[C:16]([NH:17][C:18]3[CH:19]=[N:20][CH:21]=[C:22]([C:29]#[N:30])[CH:23]=3)=[CH:15][CH:14]=[C:13]([CH3:24])[N:12]=2)=[O:10])[CH:5]=[CH:4][N:3]=1, predict the reactants needed to synthesize it. The reactants are: [CH3:1][C:2]1[CH:7]=[C:6]([NH:8][C:9]([C:11]2[C:16]([NH:17][C:18]3[CH:19]=[N:20][CH:21]=[CH:22][CH:23]=3)=[CH:15][CH:14]=[C:13]([CH3:24])[N:12]=2)=[O:10])[CH:5]=[CH:4][N:3]=1.BrC1C=C(C#N)[CH:29]=[N:30]C=1. (6) Given the product [CH3:15][O:14][C:8]1[CH:9]=[CH:10][CH:11]=[C:12]2[C:7]=1[C:6]([NH:16][C@H:17]1[CH2:21][CH2:20][N:19]([C:22]([O:24][C:25]([CH3:26])([CH3:28])[CH3:27])=[O:23])[CH2:18]1)=[N:5][C:4]([C:3]1[NH:29][C:35](=[O:36])[NH:2][N:1]=1)=[CH:13]2, predict the reactants needed to synthesize it. The reactants are: [NH:1]([C:3](=[NH:29])[C:4]1[N:5]=[C:6]([NH:16][C@H:17]2[CH2:21][CH2:20][N:19]([C:22]([O:24][C:25]([CH3:28])([CH3:27])[CH3:26])=[O:23])[CH2:18]2)[C:7]2[C:12]([CH:13]=1)=[CH:11][CH:10]=[CH:9][C:8]=2[O:14][CH3:15])[NH2:2].C1N=CN([C:35](N2C=NC=C2)=[O:36])C=1. (7) Given the product [CH3:29][O:28][C:25]1[CH:26]=[CH:27][C:22]([N:17]2[CH2:18][CH2:19][N:14]([C:5]3[C:4]([CH3:20])=[C:3]([O:2][CH3:1])[C:11]4[O:10][CH:9]([CH3:12])[CH2:8][C:7]=4[C:6]=3[CH3:13])[CH2:15][CH2:16]2)=[CH:23][C:24]=1[CH3:30], predict the reactants needed to synthesize it. The reactants are: [CH3:1][O:2][C:3]1[C:11]2[O:10][CH:9]([CH3:12])[CH2:8][C:7]=2[C:6]([CH3:13])=[C:5]([N:14]2[CH2:19][CH2:18][NH:17][CH2:16][CH2:15]2)[C:4]=1[CH3:20].Br[C:22]1[CH:27]=[CH:26][C:25]([O:28][CH3:29])=[C:24]([CH3:30])[CH:23]=1. (8) Given the product [Cl:15][C:12]1[CH:13]=[CH:14][C:9]([C:4]2[N:3]=[C:2]([CH:21]3[C:20](=[O:24])[C:19]([CH3:25])([CH3:26])[O:18][C:17]([CH3:27])([CH3:16])[C:22]3=[O:23])[C:7]([CH3:8])=[CH:6][N:5]=2)=[CH:10][CH:11]=1, predict the reactants needed to synthesize it. The reactants are: Cl[C:2]1[C:7]([CH3:8])=[CH:6][N:5]=[C:4]([C:9]2[CH:14]=[CH:13][C:12]([Cl:15])=[CH:11][CH:10]=2)[N:3]=1.[CH3:16][C:17]1([CH3:27])[C:22](=[O:23])[CH2:21][C:20](=[O:24])[C:19]([CH3:26])([CH3:25])[O:18]1.CC(C1C=C(C(C)C)C(C2C=CC=CC=2P(C2CCCCC2)C2CCCCC2)=C(C(C)C)C=1)C.P([O-])([O-])([O-])=O.[K+].[K+].[K+]. (9) Given the product [CH3:26][O:15][C:12]([C:8]1[CH:7]=[C:6]([Sn:5]([CH2:16][CH2:17][CH2:18][CH3:19])([CH2:1][CH2:2][CH2:3][CH3:4])[CH2:20][CH2:21][CH2:22][CH3:23])[CH:11]=[CH:10][N:9]=1)([CH3:13])[CH3:14], predict the reactants needed to synthesize it. The reactants are: [CH2:1]([Sn:5]([CH2:20][CH2:21][CH2:22][CH3:23])([CH2:16][CH2:17][CH2:18][CH3:19])[C:6]1[CH:11]=[CH:10][N:9]=[C:8]([C:12]([OH:15])([CH3:14])[CH3:13])[CH:7]=1)[CH2:2][CH2:3][CH3:4].[H-].[Na+].[CH3:26]I. (10) Given the product [Cl:14][C:15]1[CH:16]=[CH:17][C:18]([C:21]2[NH:1][C:2]3[N:6]([N:5]=[C:4]([OH:7])[C:3]=3[C:8]3[CH:9]=[N:10][CH:11]=[CH:12][CH:13]=3)[C:23](=[O:24])[CH:22]=2)=[CH:19][CH:20]=1, predict the reactants needed to synthesize it. The reactants are: [NH2:1][C:2]1[NH:6][N:5]=[C:4]([OH:7])[C:3]=1[C:8]1[CH:9]=[N:10][CH:11]=[CH:12][CH:13]=1.[Cl:14][C:15]1[CH:20]=[CH:19][C:18]([C:21](=O)[CH2:22][C:23](OC)=[O:24])=[CH:17][CH:16]=1.